From a dataset of Reaction yield outcomes from USPTO patents with 853,638 reactions. Predict the reaction yield, written as a fraction of the theoretical maximum amount of product (1.0 means a 100% yield; for example, 0.34 means a 34% yield). (1) The reactants are [NH2:1][C:2]1[CH:7]=[CH:6][C:5]([F:8])=[CH:4][C:3]=1[NH:9][C:10]1[C:11]([CH3:20])=[C:12]([CH:17]=[CH:18][CH:19]=1)[C:13]([O:15][CH3:16])=[O:14].[C:21](OCC)(OCC)(OCC)[O:22][CH2:23][CH3:24]. The catalyst is C(O)(=O)C. The product is [CH2:23]([O:22][C:21]1[N:9]([C:10]2[C:11]([CH3:20])=[C:12]([CH:17]=[CH:18][CH:19]=2)[C:13]([O:15][CH3:16])=[O:14])[C:3]2[CH:4]=[C:5]([F:8])[CH:6]=[CH:7][C:2]=2[N:1]=1)[CH3:24]. The yield is 0.800. (2) The reactants are Cl[C:2]1[N:3]=[C:4]([CH2:15][OH:16])[CH:5]=[C:6]2[CH:10]=[C:9]([Si:11]([CH3:14])([CH3:13])[CH3:12])[O:8][C:7]=12.C1CCCCC=1. The catalyst is [Pd].CCO. The product is [OH:16][CH2:15][C:4]1[CH:5]=[C:6]2[CH:10]=[C:9]([Si:11]([CH3:14])([CH3:13])[CH3:12])[O:8][C:7]2=[CH:2][N:3]=1. The yield is 0.900. (3) The reactants are [Si]([O:8][CH2:9][C:10]1([CH3:35])[S:16][CH2:15][CH2:14][N:13]2[C:17]([C:20]3([C:23]4[CH:28]=[CH:27][C:26]([C:29]5[CH:34]=[CH:33][CH:32]=[CH:31][N:30]=5)=[CH:25][CH:24]=4)[CH2:22][CH2:21]3)=[N:18][N:19]=[C:12]2[CH2:11]1)(C(C)(C)C)(C)C.Cl. The catalyst is CO. The product is [CH3:35][C:10]1([CH2:9][OH:8])[S:16][CH2:15][CH2:14][N:13]2[C:17]([C:20]3([C:23]4[CH:24]=[CH:25][C:26]([C:29]5[CH:34]=[CH:33][CH:32]=[CH:31][N:30]=5)=[CH:27][CH:28]=4)[CH2:22][CH2:21]3)=[N:18][N:19]=[C:12]2[CH2:11]1. The yield is 0.950. (4) The reactants are [NH2:1][C@@H:2]1[C:11]2[C:6](=[CH:7][CH:8]=[CH:9][CH:10]=2)[C@H:5]([OH:12])[CH2:4][CH2:3]1.[H-].[Na+].F[C:16]1[CH:17]=[CH:18][C:19]2[N:20]([C:22]([N:25]3[CH2:29][CH2:28][C@@H:27]([O:30][Si:31]([CH:38]([CH3:40])[CH3:39])([CH:35]([CH3:37])[CH3:36])[CH:32]([CH3:34])[CH3:33])[CH2:26]3)=[N:23][N:24]=2)[CH:21]=1.N. The catalyst is CN(C=O)C.CO.C(Cl)Cl. The product is [CH:38]([Si:31]([CH:32]([CH3:34])[CH3:33])([CH:35]([CH3:37])[CH3:36])[O:30][C@@H:27]1[CH2:28][CH2:29][N:25]([C:22]2[N:20]3[CH:21]=[C:16]([O:12][C@H:5]4[C:6]5[C:11](=[CH:10][CH:9]=[CH:8][CH:7]=5)[C@@H:2]([NH2:1])[CH2:3][CH2:4]4)[CH:17]=[CH:18][C:19]3=[N:24][N:23]=2)[CH2:26]1)([CH3:40])[CH3:39]. The yield is 0.230. (5) The product is [NH:16]1[C:10]2[CH:9]=[CH:8][CH:18]=[CH:17][C:11]=2[CH:12]=[CH:13][CH:14]=[CH:15]1. The catalyst is C(O)C.[Pd]. The yield is 0.280. The reactants are ClC1([C:8]2[CH:18]=[CH:17][C:11]3[CH:12]=[CH:13][CH:14]=[CH:15][NH:16][C:10]=3[CH:9]=2)C=CC=NN1.NN.